Binary Classification. Given a drug SMILES string, predict its activity (active/inactive) in a high-throughput screening assay against a specified biological target. From a dataset of HIV replication inhibition screening data with 41,000+ compounds from the AIDS Antiviral Screen. (1) The molecule is ClCCSc1c2ccccc2nc2ccccc12. The result is 0 (inactive). (2) The drug is C1=Nc2ccc(cc2)-c2ccc(cc2)N=Cc2ccc(cc2)OCc2cccc(n2)COc2ccc1cc2. The result is 0 (inactive). (3) The drug is O=C(C=Cc1cccc2ccccc12)c1ccccc1Cl. The result is 0 (inactive). (4) The drug is CC(=O)OC1CC2(c3ccccc3)C(=O)c3ccccc3N2O1. The result is 0 (inactive). (5) The compound is CC(C)=CC(=O)C1c2cccc(O)c2C(=O)c2c(O)cc(C)cc21. The result is 0 (inactive). (6) The drug is CC[N+]1(CC)CC[N+]2(CCCC(C)CC2)CC1. The result is 0 (inactive).